Dataset: Forward reaction prediction with 1.9M reactions from USPTO patents (1976-2016). Task: Predict the product of the given reaction. (1) Given the reactants [CH3:1][C:2]1[NH:3][C:4](=[O:26])[C:5]([CH2:11][C:12]2[CH:17]=[CH:16][C:15]([C:18]3[C:19]([C:24]#[N:25])=[CH:20][CH:21]=[CH:22][CH:23]=3)=[CH:14][CH:13]=2)=[C:6]([CH2:8][CH2:9][CH3:10])[N:7]=1.[CH3:27][C:28]1([CH3:41])[CH:37]=[CH:36][C:35]2[C:30](=[CH:31][CH:32]=[C:33](B(O)O)[CH:34]=2)[O:29]1.N1C=CC=CC=1.C(N(CC)CC)C, predict the reaction product. The product is: [CH3:27][C:28]1([CH3:41])[CH:37]=[CH:36][C:35]2[C:30](=[CH:31][CH:32]=[C:33]([N:3]3[C:4](=[O:26])[C:5]([CH2:11][C:12]4[CH:17]=[CH:16][C:15]([C:18]5[C:19]([C:24]#[N:25])=[CH:20][CH:21]=[CH:22][CH:23]=5)=[CH:14][CH:13]=4)=[C:6]([CH2:8][CH2:9][CH3:10])[N:7]=[C:2]3[CH3:1])[CH:34]=2)[O:29]1. (2) The product is: [N:15]1[CH:20]=[CH:19][CH:18]=[CH:17][C:16]=1[CH:6]=[CH:5][C:3]#[N:4]. Given the reactants [H-].[Na+].[C:3]([CH2:5][CH2:6]P(=O)(OCC)OCC)#[N:4].[N:15]1[CH:20]=[CH:19][CH:18]=[CH:17][C:16]=1C=O.O, predict the reaction product. (3) The product is: [C:18]([O:17][C:15]([NH:1][C:2]1[C:6]([C:7]#[N:8])=[CH:5][S:4][CH:3]=1)=[O:16])([CH3:21])([CH3:20])[CH3:19]. Given the reactants [NH2:1][C:2]1[C:6]([C:7]#[N:8])=[CH:5][S:4][CH:3]=1.N1C=CC=CC=1.[C:15](O[C:15]([O:17][C:18]([CH3:21])([CH3:20])[CH3:19])=[O:16])([O:17][C:18]([CH3:21])([CH3:20])[CH3:19])=[O:16], predict the reaction product. (4) Given the reactants [C:1]([C:5]1[CH:6]=[C:7]([N+:16]([O-])=O)[C:8]([O:14][CH3:15])=[C:9]([S:11]([CH3:13])=[O:12])[CH:10]=1)([CH3:4])([CH3:3])[CH3:2].[H][H], predict the reaction product. The product is: [C:1]([C:5]1[CH:10]=[C:9]([S:11]([CH3:13])=[O:12])[C:8]([O:14][CH3:15])=[C:7]([NH2:16])[CH:6]=1)([CH3:4])([CH3:2])[CH3:3].